Predict which catalyst facilitates the given reaction. From a dataset of Catalyst prediction with 721,799 reactions and 888 catalyst types from USPTO. Reactant: [NH2:1][C:2]1[N:7]=[CH:6][N:5]=[C:4]2[N:8]([C@@H:26]3[CH2:31][CH2:30][CH2:29][N:28]([C:32](=[O:45])/[CH:33]=[CH:34]/[CH2:35][N:36]4[CH2:41][CH2:40][N:39]([CH2:42][CH2:43][NH2:44])[CH2:38][CH2:37]4)[CH2:27]3)[N:9]=[C:10]([C:11]([NH:13][C:14](=[O:25])NC3OC4C=CC=CC=4N=3)=[O:12])[C:3]=12.C1C(=O)N(O[C:54]([CH2:56][CH2:57][CH2:58][CH2:59][C@@H:60]2[S:64][CH2:63][C@@H:62]3[NH:65][C:66]([NH:68][C@H:61]23)=[O:67])=[O:55])C(=O)C1.C([N:71]([CH2:74][CH3:75])CC)C.CS(C)=O. Product: [NH2:1][C:2]1[N:7]=[CH:6][N:5]=[C:4]2[N:8]([C@@H:26]3[CH2:31][CH2:30][CH2:29][N:28]([C:32](=[O:45])/[CH:33]=[CH:34]/[CH2:35][N:36]4[CH2:37][CH2:38][N:39]([CH2:42][CH2:43][NH:44][C:54](=[O:55])[CH2:56][CH2:57][CH2:58][CH2:59][C@H:60]5[C@@H:61]6[C@@H:62]([NH:65][C:66](=[O:67])[NH:68]6)[CH2:63][S:64]5)[CH2:40][CH2:41]4)[CH2:27]3)[N:9]=[C:10]([C:11]([NH:13][C:14]3[O:25][C:11]4[CH:10]=[CH:3][CH:2]=[CH:75][C:74]=4[N:71]=3)=[O:12])[C:3]=12. The catalyst class is: 3.